From a dataset of Full USPTO retrosynthesis dataset with 1.9M reactions from patents (1976-2016). Predict the reactants needed to synthesize the given product. (1) Given the product [Cl:40][C:41]1[CH:49]=[CH:48][CH:47]=[CH:46][C:42]=1[CH2:43][N:44]([CH3:45])[C:28]([C:22]1[N:21]=[N:20][N:19]([CH2:18][C:17]2[CH:16]=[C:15]([C:14]([F:38])([F:39])[F:13])[CH:33]=[C:32]([C:34]([F:35])([F:37])[F:36])[CH:31]=2)[C:23]=1[O:24][CH2:25][CH2:26][CH3:27])=[O:30], predict the reactants needed to synthesize it. The reactants are: CCN=C=NCCCN(C)C.Cl.[F:13][C:14]([F:39])([F:38])[C:15]1[CH:16]=[C:17]([CH:31]=[C:32]([C:34]([F:37])([F:36])[F:35])[CH:33]=1)[CH2:18][N:19]1[C:23]([O:24][CH2:25][CH2:26][CH3:27])=[C:22]([C:28]([OH:30])=O)[N:21]=[N:20]1.[Cl:40][C:41]1[CH:49]=[CH:48][CH:47]=[CH:46][C:42]=1[CH2:43][NH:44][CH3:45]. (2) Given the product [NH:17]1[CH2:18][CH2:19][C@H:15]([O:14][CH2:13][C:5]2[C:6]3[C:11](=[CH:10][CH:9]=[CH:8][CH:7]=3)[CH:12]=[C:3]([C:1]3[NH:2][C:29](=[O:30])[NH:27][N:28]=3)[N:4]=2)[CH2:16]1, predict the reactants needed to synthesize it. The reactants are: [C:1]([C:3]1[N:4]=[C:5]([CH2:13][O:14][C@H:15]2[CH2:19][CH2:18][N:17](C(OC(C)(C)C)=O)[CH2:16]2)[C:6]2[C:11]([CH:12]=1)=[CH:10][CH:9]=[CH:8][CH:7]=2)#[N:2].[NH:27]([C:29](OCC)=[O:30])[NH2:28].C1CCN2C(=NCCC2)CC1. (3) Given the product [Br:1][C:2]1[CH:3]=[CH:4][CH:5]=[C:6]([CH:10]([O:13][CH3:14])[O:11][CH3:12])[N:7]=1, predict the reactants needed to synthesize it. The reactants are: [Br:1][C:2]1[N:7]=[C:6](C=O)[CH:5]=[CH:4][CH:3]=1.[CH:10](OC)([O:13][CH3:14])[O:11][CH3:12].C1(C)C(S(O)(=O)=O)=CC=CC=1. (4) Given the product [C:1]([O:5][C:6]([N:8]([C:32]([O:34][C:35]([CH3:38])([CH3:37])[CH3:36])=[O:33])[C:9]1[C:10]([C:16]2[N:20]([C:21]([O:23][C:24]([CH3:27])([CH3:26])[CH3:25])=[O:22])[C:19]3[CH:28]=[CH:29][CH:30]=[CH:31][C:18]=3[N:17]=2)=[N:11][C:12]([C:48]2[CH2:49][CH2:50][N:45]([C:39]3[CH:44]=[CH:43][CH:42]=[CH:41][CH:40]=3)[CH2:46][CH:47]=2)=[CH:13][N:14]=1)=[O:7])([CH3:4])([CH3:3])[CH3:2], predict the reactants needed to synthesize it. The reactants are: [C:1]([O:5][C:6]([N:8]([C:32]([O:34][C:35]([CH3:38])([CH3:37])[CH3:36])=[O:33])[C:9]1[C:10]([C:16]2[N:20]([C:21]([O:23][C:24]([CH3:27])([CH3:26])[CH3:25])=[O:22])[C:19]3[CH:28]=[CH:29][CH:30]=[CH:31][C:18]=3[N:17]=2)=[N:11][C:12](Br)=[CH:13][N:14]=1)=[O:7])([CH3:4])([CH3:3])[CH3:2].[C:39]1([N:45]2[CH2:50][CH:49]=[C:48](B3OC(C)(C)C(C)(C)O3)[CH2:47][CH2:46]2)[CH:44]=[CH:43][CH:42]=[CH:41][CH:40]=1.C(P(C(C)(C)C)C1C=CC(N(C)C)=CC=1)(C)(C)C.C([O-])([O-])=O.[K+].[K+]. (5) Given the product [OH:33][CH2:32][C:29]1[CH:30]=[CH:31][C:26]([NH:25][C:2]2[N:3]=[C:4]3[C:10]([C:11](=[O:16])[C:12]([CH3:15])([CH3:14])[CH3:13])=[CH:9][N:8]([CH2:17][O:18][CH2:19][CH2:20][Si:21]([CH3:24])([CH3:23])[CH3:22])[C:5]3=[N:6][CH:7]=2)=[CH:27][CH:28]=1, predict the reactants needed to synthesize it. The reactants are: Br[C:2]1[N:3]=[C:4]2[C:10]([C:11](=[O:16])[C:12]([CH3:15])([CH3:14])[CH3:13])=[CH:9][N:8]([CH2:17][O:18][CH2:19][CH2:20][Si:21]([CH3:24])([CH3:23])[CH3:22])[C:5]2=[N:6][CH:7]=1.[NH2:25][C:26]1[CH:31]=[CH:30][C:29]([CH2:32][OH:33])=[CH:28][CH:27]=1.C([O-])([O-])=O.[Cs+].[Cs+]. (6) Given the product [CH3:1][O:2][C:3]1[CH:4]=[C:5]([C@@H:15]([CH2:16][CH3:17])[C@H:14]([CH3:20])[CH:19]=[O:35])[CH:6]=[CH:7][CH:8]=1, predict the reactants needed to synthesize it. The reactants are: [CH3:1][O:2][C:3]1[CH:4]=[C:5](B(O)O)[CH:6]=[CH:7][CH:8]=1.CO.[C:14]1([C:20]2[C@@H]3CC[C@H](C=2)[C:20]([C:14]2[CH:19]=C[CH:17]=[CH:16][CH:15]=2)=C3)[CH:19]=C[CH:17]=[CH:16][CH:15]=1.P([O-])([O-])([O-])=[O:35].[Na+].[Na+].[Na+]. (7) Given the product [OH:2][C:3]1[C:12]2[C:7](=[C:8]([CH3:13])[CH:9]=[CH:10][CH:11]=2)[C:6]([C:14]([OH:16])=[O:15])=[CH:5][N:4]=1, predict the reactants needed to synthesize it. The reactants are: C[O:2][C:3]1[C:12]2[C:7](=[C:8]([CH3:13])[CH:9]=[CH:10][CH:11]=2)[C:6]([C:14]([OH:16])=[O:15])=[CH:5][N:4]=1.O.